The task is: Regression. Given a target protein amino acid sequence and a drug SMILES string, predict the binding affinity score between them. We predict pIC50 (pIC50 = -log10(IC50 in M); higher means more potent). Dataset: bindingdb_ic50.. This data is from Drug-target binding data from BindingDB using IC50 measurements. (1) The drug is CCN(CCCCNC(=O)[C@H]1CCC2C3CCC4NC(=O)C=C[C@]4(C)C3CC[C@@]21C)c1ccc2c(=O)[nH][nH]c(=O)c2c1. The target protein (P24008) has sequence MVPLMELDELCLLDMLVYLEGFMAFVSIVGLRSVGSPYGRYSPQWPGIRVPARPAWFIQELPSMAWPLYEYIRPAAARLGNLPNRVLLAMFLIHYVQRTLVFPVLIRGGKPTLLVTFVLAFLFCTFNGYVQSRYLSQFAVYAEDWVTHPCFLTGFALWLVGMVINIHSDHILRNLRKPGETGYKIPRGGLFEYVSAANYFGELVEWCGFALASWSLQGVVFALFTLSTLLTRAKQHHQWYHEKFEDYPKSRKILIPFVL. The pIC50 is 6.3. (2) The small molecule is Cc1ccc(C(C)C)cc1. The target protein (P9WIB9) has sequence MLTRPREIYLATAVSIGILLSLIAPLGPPLARADGTSQLAELVDAAAERLEVADPVAAFKWRAQLPIEDSGRVEQQLAKLGEDARSQHIDPDYVTRVFDDQIRATEAIEYSRFSDWKLNPASAPPEPPDLSASRSAIDSLNNRMLSQIWSHWSLLSAPSCAAQLDRAKRDIVRSRHLDSLYQRALTTATQSYCQALPPA. The pIC50 is 4.9. (3) The drug is CC(CCC(=O)Nc1nnc(S(N)(=O)=O)s1)C1CCC2C3CCC4CC(O)CCC4(C)C3CCC12C. The target protein sequence is MTKHYDYIAIGGGSGGIASINRAAMYGQKCALIEAKELGGTCVNVGCVPKKVMWHAAQIREAIHMYGPDYGFDTTINKFNWETLIASRTAYIDRIHTSYENVLGKNNVDVIKGFARFVDAKTLEVNGETITADHILIATGGRPSHPDIPGVEYGIDSDGFFALPALPERVAVVGAGYIAVELAGVINGLGAKTHLFVRKHAPLRSFDPMISETLVEVMNAEGPQLHTNAIPKAVVKNADGSLTLELEDGRSETVDCLIWAIGREPANDNINLEAAGVKTNEKGYIVVDKYQNTNVEGIYAVGDNTGAVELTPVAVAAGRRLSERLFNNKPDEHLDYSNIPTVVFSHPPIGTVGLTEPQAREQYGDDQVKVYKSSFTAMYTAVTTHRQPCRMKLVCVGPEEKIVGIHGIGFGMDEMLQGFAVALKMGATKKDFDNTVAIHPTAAEEFVTMR. The pIC50 is 4.3. (4) The small molecule is COc1cc2ncnc(Nc3ccc(F)c(Cl)c3)c2cc1OCCCN1CCOCC1. The target protein sequence is MRPSGTAGAALLALLAALCPASRALEEKKVCQGTSNKLTQLGTFEDHFLSLQRMFNNCEVVLGNLEITYVQRNYDLSFLKTIQEVAGYVLIALNTVERIPLENLQIIRGNMYYENSYALAVLSNYDANKTGLKELPMRNLQEILHGAVRFSNNPALCNVESIQWRDIVSSDFLSNMSMDFQNHLGSCQKCDPSCPNGSCWGAGEENCQKLTKIICAQQCSGRCRGKSPSDCCHNQCAAGCTGPRESDCLVCRKFRDEATCKDTCPPLMLYNPTTYQMDVNPEGKYSFGATCVKKCPRNYVVTDHGSCVRACGADSYEMEEDGVRKCKKCEGPCRKVCNGIGIGEFKDSLSINATNIKHFKNCTSISGDLHILPVAFRGDSFTHTPPLDPQELDILKTVKEITGFLLIQAWPENRTDLHAFENLEIIRGRTKQHGQFSLAVVSLNITSLGLRSLKEISDGDVIISGNKNLCYANTINWKKLFGTSGQKTKIISNRGENSCK.... The pIC50 is 7.9. (5) The compound is CNC(=O)c1c(SSc2c(C(=O)NC)c3ccccc3n2C)n(C)c2ccccc12. The target protein sequence is MGLPGVIPALVLRGQLLLSVLWLLGPQTSRGLVITPPGPEFVLNISSTFVLTCSGSAPVMWEQMSQVPWQEAAMNQDGTFSSVLTLTNVTGGDTGEYFCVYNNSLGPELSERKRIYIFVPDPTMGFLPMDSEDLFIFVTDVTETTIPCRVTDPQLEVTLHEKKVDIPLHVPYDHQRGFTGTFEDKTYICKTTIGDREVDSDTYYVYSLQVSSINVSVNAVQTVVRQGESITIRCIVMGNDVVNFQWTYPRMKSGRLVEPVTDYLFGVPSRIGSILHIPTAELSDSGTYTCNVSVSVNDHGDEKAINISVIENGYVRLLETLGDVEIAELHRSRTLRVVFEAYPMPSVLWLKDNRTLGDSGAGELVLSTRNMSETRYVSELILVRVKVSEAGYYTMRAFHEDDEVQLSFKLQVNVPVRVLELSESHPANGEQTIRCRGRGMPQPNVTWSTCRDLKRCPRKLSPTPLGNSSKEESQLETNVTFWEEDQEYEVVSTLRLRHVD.... The pIC50 is 4.5. (6) The pIC50 is 6.1. The compound is COc1ccc(-c2ccc(S(=O)(=O)c3ccccc3CC(=O)O)cc2)cc1. The target protein (P51512) has sequence MILLTFSTGRRLDFVHHSGVFFLQTLLWILCATVCGTEQYFNVEVWLQKYGYLPPTDPRMSVLRSAETMQSALAAMQQFYGINMTGKVDRNTIDWMKKPRCGVPDQTRGSSKFHIRRKRYALTGQKWQHKHITYSIKNVTPKVGDPETRKAIRRAFDVWQNVTPLTFEEVPYSELENGKRDVDITIIFASGFHGDSSPFDGEGGFLAHAYFPGPGIGGDTHFDSDEPWTLGNPNHDGNDLFLVAVHELGHALGLEHSNDPTAIMAPFYQYMETDNFKLPNDDLQGIQKIYGPPDKIPPPTRPLPTVPPHRSIPPADPRKNDRPKPPRPPTGRPSYPGAKPNICDGNFNTLAILRREMFVFKDQWFWRVRNNRVMDGYPMQITYFWRGLPPSIDAVYENSDGNFVFFKGNKYWVFKDTTLQPGYPHDLITLGSGIPPHGIDSAIWWEDVGKTYFFKGDRYWRYSEEMKTMDPGYPKPITVWKGIPESPQGAFVHKENGFTY.... (7) The pIC50 is 6.6. The compound is C[C@H](CN(C)C)NC(=O)c1ccc(-c2noc(C(F)(F)F)n2)nc1. The target protein sequence is SQSHPDGLSGRDQPVELLNPARVNHMPSTVDVATALPLQVAPSAVPMDLRLDHQFSLPVAEPALREQQLQQELLALKQKQQIQRQILIAEFQRQHEQLSRQHEAQLHEHIKQQQEMLAMKHQQELLEHQRKLERHRQEQELEKQHREQKLQQLKNKEKGKESAVASTEVKMKLQEFVLNKKKALAHRNLNHCISSDPRYWYGKTQHSSLDQSSPPQSGVSTSYNHPVLGMYDAKDDFPLRKTASEPNLKLRSRLKQKVAERRSSPLLRRKDGPVVTALKKRPLDVTDSACSSAPGSGPSSPNNSSGSVSAENGIAPAVPSIPAETSLAHRLVAREGSAAPLPLYTSPSLPNITLGLPATGPSAGTAGQQDAERLTLPALQQRLSLFPGTHLTPYLSTSPLERDGGAAHSPLLQHMVLLEQPPAQAPLVTGLGALPLHAQSLVGADRVSPSIHKLRQHRPLGRTQSAPLPQNAQALQHLVIQQQHQQFLEKHKQQFQQQQL.... (8) The compound is CCCC[C@@H](NC(C)=O)[C@@H]1C[C@@H](C(=O)O)C[C@H]1N=C(N)N. The target protein sequence is DRICTGITSSNSPHVVKTATQGEVNVTGVIPLTTTPTKSHFANLKGTQTRGKLCPNCLNCTDLDVALGRPNCMGTIPSAKASILHEVKPVTSGCFPIMHDRTKIRQLPNLLRGYENIRLSPRNVINAEAAPGGPYIVGTSGSCPNVTNGKGFFATMAWAVPKKNNKTATNPLTVEVPYICTKGEDQITVWGFHSDNEAQMVTLYGDSKPQKFTSSANGVTTHYVSQIGGFPNQTEDEGLPQSGRIVVDYMVQKPGKTGTIVYQRGVLLPQKVWCASGRSKVIKGSLPLIGEADCLHERYGGLNKSKPYYTGEHAKAIGNCPIWVKTPLKLANGTKYRPPAKLLKER. The pIC50 is 3.5. (9) The small molecule is N=C(N)NC(=O)c1ccc(-c2c(F)cccc2Cl)o1. The target protein (P19634) has sequence MVLRSGICGLSPHRIFPSLLVVVALVGLLPVLRSHGLQLSPTASTIRSSEPPRERSIGDVTTAPPEVTPESRPVNHSVTDHGMKPRKAFPVLGIDYTHVRTPFEISLWILLACLMKIGFHVIPTISSIVPESCLLIVVGLLVGGLIKGVGETPPFLQSDVFFLFLLPPIILDAGYFLPLRQFTENLGTILIFAVVGTLWNAFFLGGLMYAVCLVGGEQINNIGLLDNLLFGSIISAVDPVAVLAVFEEIHINELLHILVFGESLLNDAVTVVLYHLFEEFANYEHVGIVDIFLGFLSFFVVALGGVLVGVVYGVIAAFTSRFTSHIRVIEPLFVFLYSYMAYLSAELFHLSGIMALIASGVVMRPYVEANISHKSHTTIKYFLKMWSSVSETLIFIFLGVSTVAGSHHWNWTFVISTLLFCLIARVLGVLGLTWFINKFRIVKLTPKDQFIIAYGGLRGAIAFSLGYLLDKKHFPMCDLFLTAIITVIFFTVFVQGMTIR.... The pIC50 is 4.5. (10) The drug is O=C(N[C@@H]1CCCC[C@@H]1C(=O)N[C@@H](CCc1ccccc1)C(=O)CO)OCc1ccccc1. The target protein sequence is MDYNMDYAPHEVISHQGERFVDKYVDRKILKNKKSLLVIISLSVLSVVGFILFYFTPNFRKSDLFKNSSVENNNDDYIINSLLKSPNGKKFIVSKIDEALSFYDSKKNDINKYNEGNNNNNADFKGLSLFKENTPSNNFIHNKDYFINFFDNKFLMNNAEHINQFYMFIKTNNKQYNSPNEMKERFQVFLQNAHKVNMHNNNKNSLYKKELNRFADLTYHEFKNKYLSLRSSKPLKNSKYLLDQMNYEEVIKKYRGEENFDHAAYDWRLHSGVTPVKDQKNCGSCWAFSSIGSVESQYAIRKNKLITLSEQELVDCSFKNYGCNGGLINNAFEDMIELGGICPDGDYPYVSDAPNLCNIDRCTEKYGIKNYLSVPDNKLKEALRFLGPISISVAVSDDFAFYKEGIFDGECGDELNHAVMLVGFGMKEIVNPLTKKGEKHYYYIIKNSWGQQWGERGFINIETDESGLMRKCGLGTDAFIPLIE. The pIC50 is 5.3.